From a dataset of Peptide-MHC class I binding affinity with 185,985 pairs from IEDB/IMGT. Regression. Given a peptide amino acid sequence and an MHC pseudo amino acid sequence, predict their binding affinity value. This is MHC class I binding data. (1) The peptide sequence is PLYRLSPKK. The MHC is HLA-B40:01 with pseudo-sequence HLA-B40:01. The binding affinity (normalized) is 0.0847. (2) The peptide sequence is VSSHKGWAK. The MHC is HLA-B57:01 with pseudo-sequence HLA-B57:01. The binding affinity (normalized) is 0.0847. (3) The peptide sequence is KRVVINKDT. The MHC is Mamu-B08 with pseudo-sequence Mamu-B08. The binding affinity (normalized) is 0.128. (4) The peptide sequence is STFDLYVYR. The MHC is HLA-C04:01 with pseudo-sequence HLA-C04:01. The binding affinity (normalized) is 0.213. (5) The binding affinity (normalized) is 0. The peptide sequence is KFNPMKTYI. The MHC is Mamu-A07 with pseudo-sequence Mamu-A07. (6) The peptide sequence is RWGFRSGVP. The MHC is HLA-A02:01 with pseudo-sequence HLA-A02:01. The binding affinity (normalized) is 0.103. (7) The peptide sequence is VLRQAALSL. The MHC is HLA-B35:01 with pseudo-sequence HLA-B35:01. The binding affinity (normalized) is 0.0847.